The task is: Predict the product of the given reaction.. This data is from Forward reaction prediction with 1.9M reactions from USPTO patents (1976-2016). (1) Given the reactants [C:1]1([C:29]2[CH:34]=[CH:33][CH:32]=[CH:31][CH:30]=2)[CH:6]=[CH:5][C:4]([C:7]2[C:26]([F:27])=[CH:25][C:10]3[NH:11][C:12]([O:14][CH:15]4[CH2:19][CH2:18][CH:17]([C:20]([O:22]CC)=[O:21])[CH2:16]4)=[N:13][C:9]=3[C:8]=2[F:28])=[CH:3][CH:2]=1.O([Si](C)(C)C)[K], predict the reaction product. The product is: [C:1]1([C:29]2[CH:30]=[CH:31][CH:32]=[CH:33][CH:34]=2)[CH:2]=[CH:3][C:4]([C:7]2[C:26]([F:27])=[CH:25][C:10]3[NH:11][C:12]([O:14][CH:15]4[CH2:19][CH2:18][CH:17]([C:20]([OH:22])=[O:21])[CH2:16]4)=[N:13][C:9]=3[C:8]=2[F:28])=[CH:5][CH:6]=1. (2) Given the reactants [F:1][C:2]([F:11])([F:10])[C:3](=[O:9])[C:4]([O:6]CC)=[O:5].[OH-].[Na+].CO, predict the reaction product. The product is: [F:1][C:2]([F:11])([F:10])[C:3](=[O:9])[C:4]([OH:6])=[O:5]. (3) Given the reactants [Cl:1][C:2]1[CH:7]=[CH:6][C:5]([C:8]2[O:12][C:11]([CH3:13])=[C:10]([C:14](O)=[O:15])[CH:9]=2)=[CH:4][CH:3]=1.[Si](C=[N+]=[N-])(C)(C)C, predict the reaction product. The product is: [Cl:1][C:2]1[CH:7]=[CH:6][C:5]([C:8]2[O:12][C:11]([CH3:13])=[C:10]([CH2:14][OH:15])[CH:9]=2)=[CH:4][CH:3]=1.